From a dataset of Reaction yield outcomes from USPTO patents with 853,638 reactions. Predict the reaction yield, written as a fraction of the theoretical maximum amount of product (1.0 means a 100% yield; for example, 0.34 means a 34% yield). (1) The catalyst is C1COCC1. The product is [F:1][C:2]1[C:10]2[O:9][C:8]([C:11]3[C:20]4[C:15](=[CH:16][CH:17]=[CH:18][CH:19]=4)[CH:14]=[CH:13][N:12]=3)=[N:7][C:6]=2[CH:5]=[CH:4][C:3]=1[CH2:21][C:22]([OH:24])=[O:23]. The reactants are [F:1][C:2]1[C:10]2[O:9][C:8]([C:11]3[C:20]4[C:15](=[CH:16][CH:17]=[CH:18][CH:19]=4)[CH:14]=[CH:13][N:12]=3)=[N:7][C:6]=2[CH:5]=[CH:4][C:3]=1[CH2:21][C:22]([O:24]C)=[O:23].[OH-].[Na+]. The yield is 0.780. (2) The reactants are Br[CH2:2][C:3](=[O:7])[CH:4]([CH3:6])[CH3:5].[C:8]1(=[O:18])[NH:12][C:11](=[O:13])[C:10]2=[CH:14][CH:15]=[CH:16][CH:17]=[C:9]12.[K]. No catalyst specified. The product is [CH3:5][CH:4]([CH3:6])[C:3](=[O:7])[CH2:2][N:12]1[C:8](=[O:18])[C:9]2[C:10](=[CH:14][CH:15]=[CH:16][CH:17]=2)[C:11]1=[O:13]. The yield is 0.740. (3) The reactants are [NH2:1][C:2]1[CH:10]=[CH:9][C:8]([Br:11])=[CH:7][C:3]=1[C:4]([OH:6])=[O:5].[C:12](Cl)(=O)[C:13]1[CH:18]=[CH:17][CH:16]=[CH:15][CH:14]=1. No catalyst specified. The product is [Br:11][C:8]1[CH:9]=[CH:10][C:2]2[N:1]=[C:12]([C:13]3[CH:18]=[CH:17][CH:16]=[CH:15][CH:14]=3)[O:5][C:4](=[O:6])[C:3]=2[CH:7]=1. The yield is 0.970. (4) The reactants are [CH2:1]([O:8][C:9](=[O:35])[N:10]([CH2:21][CH2:22][C:23]([N:25]([CH:29]1[CH2:34][CH2:33][CH2:32][CH2:31][CH2:30]1)[CH2:26][CH:27]=O)=[O:24])[CH2:11][CH2:12][C:13]1[CH:18]=[CH:17][CH:16]=[C:15]([Cl:19])[C:14]=1[Cl:20])[C:2]1[CH:7]=[CH:6][CH:5]=[CH:4][CH:3]=1.[CH3:36][C:37]1[C:38]([CH2:46][CH2:47][NH2:48])=[C:39]2[N:44]([CH:45]=1)[CH:43]=[CH:42][CH:41]=[CH:40]2.C([BH3-])#N.[Na+].C(OCC)(=O)C. The catalyst is CO.ClCCl. The product is [CH2:1]([O:8][C:9](=[O:35])[N:10]([CH2:21][CH2:22][C:23]([N:25]([CH:29]1[CH2:30][CH2:31][CH2:32][CH2:33][CH2:34]1)[CH2:26][CH2:27][NH:48][CH2:47][CH2:46][C:38]1[C:37]([CH3:36])=[CH:45][N:44]2[C:39]=1[CH:40]=[CH:41][CH:42]=[CH:43]2)=[O:24])[CH2:11][CH2:12][C:13]1[CH:18]=[CH:17][CH:16]=[C:15]([Cl:19])[C:14]=1[Cl:20])[C:2]1[CH:7]=[CH:6][CH:5]=[CH:4][CH:3]=1. The yield is 0.418. (5) The yield is 0.980. The product is [N+:15]([C:4]1[CH:3]=[C:2]([B:18]2[O:22][C:21]([CH3:24])([CH3:23])[C:20]([CH3:26])([CH3:25])[O:19]2)[CH:7]=[C:6]([C:8]2[N:13]=[CH:12][CH:11]=[CH:10][N:9]=2)[C:5]=1[NH2:14])([O-:17])=[O:16]. The catalyst is O1CCOCC1. The reactants are Br[C:2]1[CH:7]=[C:6]([C:8]2[N:13]=[CH:12][CH:11]=[CH:10][N:9]=2)[C:5]([NH2:14])=[C:4]([N+:15]([O-:17])=[O:16])[CH:3]=1.[B:18]1([B:18]2[O:22][C:21]([CH3:24])([CH3:23])[C:20]([CH3:26])([CH3:25])[O:19]2)[O:22][C:21]([CH3:24])([CH3:23])[C:20]([CH3:26])([CH3:25])[O:19]1.CC([O-])=O.[K+].